Dataset: Reaction yield outcomes from USPTO patents with 853,638 reactions. Task: Predict the reaction yield, written as a fraction of the theoretical maximum amount of product (1.0 means a 100% yield; for example, 0.34 means a 34% yield). (1) The reactants are [C:1]1([N:7]2[C:12](=O)C3SC=C(C4C=CC=CC=4)C=3N=C2)[CH:6]=[CH:5][CH:4]=[CH:3][CH:2]=1.[NH2:23][C:24]1[C:28]([C:29]2[CH:34]=[CH:33][CH:32]=[CH:31][C:30]=2[F:35])=[CH:27][S:26][C:25]=1[C:36]([O:38]C)=O.C(OCC)(OCC)OCC.[F:50]C1C=CC(N)=CC=1. The catalyst is C(O)(=O)C. The product is [F:50][C:4]1[CH:5]=[CH:6][C:1]([N:7]2[C:36](=[O:38])[C:25]3[S:26][CH:27]=[C:28]([C:29]4[CH:34]=[CH:33][CH:32]=[CH:31][C:30]=4[F:35])[C:24]=3[N:23]=[CH:12]2)=[CH:2][CH:3]=1. The yield is 0.270. (2) The reactants are [OH:1][CH:2]1[C:11]2[C:6](=[CH:7][CH:8]=[C:9]([N:12]3[C:17](=[O:18])[C:16]([CH2:19][C:20]4[CH:25]=[CH:24][C:23]([C:26]5[C:27]([C:32]#[N:33])=[CH:28][CH:29]=[CH:30][CH:31]=5)=[CH:22][CH:21]=4)=[C:15]([CH2:34][CH2:35][CH3:36])[N:14]=[C:13]3[CH3:37])[CH:10]=2)[O:5][C:4]([CH3:39])([CH3:38])[CH2:3]1.N1C(C)=CC=CC=1C.FC(F)(F)S(O[Si:54]([CH:61]([CH3:63])[CH3:62])([CH:58]([CH3:60])[CH3:59])[CH:55]([CH3:57])[CH3:56])(=O)=O. The product is [CH3:39][C:4]1([CH3:38])[CH2:3][CH:2]([O:1][Si:54]([CH:61]([CH3:63])[CH3:62])([CH:58]([CH3:60])[CH3:59])[CH:55]([CH3:57])[CH3:56])[C:11]2[C:6](=[CH:7][CH:8]=[C:9]([N:12]3[C:17](=[O:18])[C:16]([CH2:19][C:20]4[CH:25]=[CH:24][C:23]([C:26]5[C:27]([C:32]#[N:33])=[CH:28][CH:29]=[CH:30][CH:31]=5)=[CH:22][CH:21]=4)=[C:15]([CH2:34][CH2:35][CH3:36])[N:14]=[C:13]3[CH3:37])[CH:10]=2)[O:5]1. The yield is 1.00. The catalyst is ClCCl.C(OCC)(=O)C. (3) The reactants are [Cl:1][C:2]1[CH:7]=[CH:6][C:5]([S:8]([N:11]([CH2:25][C:26]2[CH:35]=[CH:34][C:29]([C:30]([O:32]C)=[O:31])=[CH:28][CH:27]=2)[C@@H:12]([C:15]2[CH:20]=[CH:19][C:18]([C:21]([F:24])([F:23])[F:22])=[CH:17][CH:16]=2)[CH2:13][CH3:14])(=[O:10])=[O:9])=[CH:4][CH:3]=1.O.[OH-].[Li+]. No catalyst specified. The product is [Cl:1][C:2]1[CH:3]=[CH:4][C:5]([S:8]([N:11]([CH2:25][C:26]2[CH:27]=[CH:28][C:29]([C:30]([OH:32])=[O:31])=[CH:34][CH:35]=2)[C@@H:12]([C:15]2[CH:20]=[CH:19][C:18]([C:21]([F:23])([F:24])[F:22])=[CH:17][CH:16]=2)[CH2:13][CH3:14])(=[O:10])=[O:9])=[CH:6][CH:7]=1. The yield is 0.940. (4) The reactants are [Cl:1][C:2]1[C:3]([O:48][CH3:49])=[CH:4][CH:5]=[C:6]2[C:11]=1[N:10]=[C:9]([N:12]1[CH:16]=[CH:15][C:14]([C:17]([F:20])([F:19])[F:18])=[N:13]1)[CH:8]=[C:7]2[O:21][C@@H:22]1[CH2:26][N:25]([C:27]([NH:29][C@:30]2(C(O)=O)[CH2:32][C@H:31]2[CH:33]=[CH2:34])=[O:28])[C@H:24]([C:38](=[O:47])[N:39]([CH2:41][CH2:42][CH2:43][CH2:44][CH:45]=[CH2:46])[CH3:40])[CH2:23]1.C1(N)CC1.[C:54](=[N:56][S:57]([C:60]1(C)[CH2:62][CH2:61]1)(=[O:59])=[O:58])=[O:55]. No catalyst specified. The product is [Cl:1][C:2]1[C:3]([O:48][CH3:49])=[CH:4][CH:5]=[C:6]2[C:11]=1[N:10]=[C:9]([N:12]1[CH:16]=[CH:15][C:14]([C:17]([F:19])([F:20])[F:18])=[N:13]1)[CH:8]=[C:7]2[O:21][C@@H:22]1[CH2:26][N:25]([C:27]([NH:29][C@:30]2([C:54](=[O:55])[NH:56][S:57]([CH:60]3[CH2:62][CH2:61]3)(=[O:59])=[O:58])[CH2:32][C@H:31]2[CH:33]=[CH2:34])=[O:28])[C@H:24]([C:38]([N:39]([CH2:41][CH2:42][CH2:43][CH2:44][CH:45]=[CH2:46])[CH3:40])=[O:47])[CH2:23]1. The yield is 0.400. (5) The reactants are [Br:1][C:2]1[CH:7]=[C:6]([O:8][CH3:9])[CH:5]=[CH:4][C:3]=1[NH:10][C:11](=[S:20])[C:12]1[CH:17]=[CH:16][C:15]([O:18][CH3:19])=[CH:14][CH:13]=1.C(O)C.[OH-].[Na+]. The catalyst is O.[Fe-3](C#N)(C#N)(C#N)(C#N)(C#N)C#N.[K+].[K+].[K+]. The product is [Br:1][C:2]1[C:3]2[N:10]=[C:11]([C:12]3[CH:17]=[CH:16][C:15]([O:18][CH3:19])=[CH:14][CH:13]=3)[S:20][C:4]=2[CH:5]=[C:6]([O:8][CH3:9])[CH:7]=1. The yield is 0.800. (6) The reactants are C([O-])(=O)C.[K+].[Br:6][C:7]1[CH:16]=[CH:15][C:10]([C:11]([O:13][CH3:14])=[O:12])=[CH:9][C:8]=1[CH2:17]Br.O.C(OCC)(=O)C. The catalyst is C(O)(=O)C. The product is [Br:6][C:7]1[CH:16]=[CH:15][C:10]([C:11]([O:13][CH3:14])=[O:12])=[CH:9][C:8]=1[CH3:17]. The yield is 0.570. (7) The reactants are [C:1]([O:5][C:6]([N:8]1[CH2:13][CH2:12][N:11]([C:14]2[C:19]([O:20][CH2:21][CH2:22][O:23][C:24]3[CH:29]=[CH:28][CH:27]=[C:26]([CH:30]=O)[CH:25]=3)=[N:18][CH:17]=[CH:16][N:15]=2)[CH2:10][CH2:9]1)=[O:7])([CH3:4])([CH3:3])[CH3:2].[NH:32]1[CH2:37][CH2:36][O:35][CH2:34][CH2:33]1.C(O[BH-](OC(=O)C)OC(=O)C)(=O)C.[Na+]. The catalyst is ClCCCl. The product is [C:1]([O:5][C:6]([N:8]1[CH2:13][CH2:12][N:11]([C:14]2[C:19]([O:20][CH2:21][CH2:22][O:23][C:24]3[CH:29]=[CH:28][CH:27]=[C:26]([CH2:30][N:32]4[CH2:37][CH2:36][O:35][CH2:34][CH2:33]4)[CH:25]=3)=[N:18][CH:17]=[CH:16][N:15]=2)[CH2:10][CH2:9]1)=[O:7])([CH3:2])([CH3:4])[CH3:3]. The yield is 0.650.